The task is: Predict the product of the given reaction.. This data is from Forward reaction prediction with 1.9M reactions from USPTO patents (1976-2016). Given the reactants [F:1][C:2]1[CH:23]=[CH:22][C:5]([C:6]([N:8]2[CH2:12][CH2:11][CH:10]([C:13](=[O:21])[C:14]3[CH:19]=[CH:18][C:17]([F:20])=[CH:16][CH:15]=3)[CH2:9]2)=[O:7])=[CH:4][CH:3]=1.[H-].[Na+].[CH3:26]I, predict the reaction product. The product is: [F:1][C:2]1[CH:3]=[CH:4][C:5]([C:6]([N:8]2[CH2:12][CH2:11][C:10]([CH3:26])([C:13](=[O:21])[C:14]3[CH:19]=[CH:18][C:17]([F:20])=[CH:16][CH:15]=3)[CH2:9]2)=[O:7])=[CH:22][CH:23]=1.